From a dataset of Peptide-MHC class II binding affinity with 134,281 pairs from IEDB. Regression. Given a peptide amino acid sequence and an MHC pseudo amino acid sequence, predict their binding affinity value. This is MHC class II binding data. (1) The peptide sequence is RIKIVQMLSDTLKGL. The MHC is DRB1_1101 with pseudo-sequence DRB1_1101. The binding affinity (normalized) is 0.587. (2) The peptide sequence is TITVYAVTYYKEADY. The MHC is DRB1_1101 with pseudo-sequence DRB1_1101. The binding affinity (normalized) is 0.231. (3) The peptide sequence is TATAAVGAATGAATA. The MHC is DRB1_1501 with pseudo-sequence DRB1_1501. The binding affinity (normalized) is 0. (4) The peptide sequence is MSWQTYVDEHLMCEI. The MHC is HLA-DQA10104-DQB10503 with pseudo-sequence HLA-DQA10104-DQB10503. The binding affinity (normalized) is 0.410.